This data is from Forward reaction prediction with 1.9M reactions from USPTO patents (1976-2016). The task is: Predict the product of the given reaction. (1) Given the reactants C12NC(CC1)CC2C(OC)=O.C=O.[BH-](OC(C)=O)(OC(C)=O)OC(C)=O.[Na+].[CH3:28][N:29]1[CH:33]2[CH2:34][CH2:35][CH:30]1[CH:31]([C:36](OC)=[O:37])[CH2:32]2.CC(C[AlH]CC(C)C)C, predict the reaction product. The product is: [CH3:28][N:29]1[CH:33]2[CH2:34][CH2:35][CH:30]1[CH:31]([CH2:36][OH:37])[CH2:32]2. (2) The product is: [F:9][C:8]([F:11])([F:10])[CH2:7][N:17]1[CH2:18][C:19]2([CH2:24][CH2:23][N:22]([C:25]([O:27][C:28]([CH3:31])([CH3:30])[CH3:29])=[O:26])[CH2:21][CH2:20]2)[O:14][CH:15]([C:32]([O:34][CH3:35])=[O:33])[CH2:16]1. Given the reactants FC(F)(F)S(O[CH2:7][C:8]([F:11])([F:10])[F:9])(=O)=O.[O:14]1[C:19]2([CH2:24][CH2:23][N:22]([C:25]([O:27][C:28]([CH3:31])([CH3:30])[CH3:29])=[O:26])[CH2:21][CH2:20]2)[CH2:18][NH:17][CH2:16][CH:15]1[C:32]([O:34][CH3:35])=[O:33].C([O-])(O)=O.[Na+], predict the reaction product. (3) Given the reactants [F:1][C:2]1[CH:7]=[CH:6][C:5]([NH:8][C:9]2[S:10][CH:11]=[CH:12][N:13]=2)=[CH:4][CH:3]=1.C[Si]([N-][Si](C)(C)C)(C)C.[Na+].Cl.Cl[CH2:26][CH2:27][N:28]1[CH2:32][CH2:31][CH2:30][CH2:29]1.CCOC(C)=O, predict the reaction product. The product is: [F:1][C:2]1[CH:3]=[CH:4][C:5]([N:8]([CH2:26][CH2:27][N:28]2[CH2:32][CH2:31][CH2:30][CH2:29]2)[C:9]2[S:10][CH:11]=[CH:12][N:13]=2)=[CH:6][CH:7]=1. (4) Given the reactants [CH3:1][O:2][C:3]([C:5]1[S:6][C:7]([CH2:11][O:12][Si:13]([C:26]([CH3:29])([CH3:28])[CH3:27])([C:20]2[CH:25]=[CH:24][CH:23]=[CH:22][CH:21]=2)[C:14]2[CH:19]=[CH:18][CH:17]=[CH:16][CH:15]=2)=[CH:8][C:9]=1[NH2:10])=[O:4].CO[CH:32]([N:35]([CH3:37])[CH3:36])OC, predict the reaction product. The product is: [CH3:1][O:2][C:3]([C:5]1[S:6][C:7]([CH2:11][O:12][Si:13]([C:26]([CH3:29])([CH3:28])[CH3:27])([C:14]2[CH:19]=[CH:18][CH:17]=[CH:16][CH:15]=2)[C:20]2[CH:25]=[CH:24][CH:23]=[CH:22][CH:21]=2)=[CH:8][C:9]=1[N:10]=[CH:32][N:35]([CH3:37])[CH3:36])=[O:4]. (5) Given the reactants [Br:1][C:2]1[CH:3]=[C:4]2[C:10](I)=[CH:9][N:8]([CH2:12][O:13][CH2:14][CH2:15][Si:16]([CH3:19])([CH3:18])[CH3:17])[C:5]2=[N:6][CH:7]=1.[CH3:20]B1OB(C)OB(C)O1.C(=O)([O-])[O-].[K+].[K+], predict the reaction product. The product is: [Br:1][C:2]1[CH:3]=[C:4]2[C:10]([CH3:20])=[CH:9][N:8]([CH2:12][O:13][CH2:14][CH2:15][Si:16]([CH3:19])([CH3:18])[CH3:17])[C:5]2=[N:6][CH:7]=1. (6) Given the reactants [CH3:1][O:2][C:3](=[O:32])[CH2:4][O:5][C:6]1[CH:15]=[CH:14][C:13]([Cl:16])=[C:12]2[C:7]=1[C:8](=[O:31])[C:9]([CH2:19][C:20]1[CH:25]=[CH:24][C:23]([C:26](=[O:30])[CH:27]([CH3:29])[CH3:28])=[CH:22][CH:21]=1)=[C:10]([CH2:17][CH3:18])[NH:11]2.Cl[CH:34]([F:36])[F:35], predict the reaction product. The product is: [CH3:1][O:2][C:3](=[O:32])[CH2:4][O:5][C:6]1[CH:15]=[CH:14][C:13]([Cl:16])=[C:12]2[C:7]=1[C:8]([O:31][CH:34]([F:36])[F:35])=[C:9]([CH2:19][C:20]1[CH:21]=[CH:22][C:23]([C:26](=[O:30])[CH:27]([CH3:29])[CH3:28])=[CH:24][CH:25]=1)[C:10]([CH2:17][CH3:18])=[N:11]2. (7) Given the reactants [CH3:1][C:2]([O:5][C:6]([N:8]([CH2:10][C:11]([OH:13])=O)[CH3:9])=[O:7])([CH3:4])[CH3:3].[F:14][C:15]1[CH:20]=[CH:19][C:18]([C:21]2([CH2:27][O:28][CH2:29][C:30]3[C:39]4[C:34](=[CH:35][CH:36]=[CH:37][CH:38]=4)[CH:33]=[C:32]([C:40]#[N:41])[C:31]=3[O:42][CH3:43])[CH2:26][CH2:25][NH:24][CH2:23][CH2:22]2)=[CH:17][CH:16]=1.Cl.C(N=C=NCCCN(C)C)C.ON1C2C=CC=CC=2N=N1, predict the reaction product. The product is: [C:2]([O:5][C:6](=[O:7])[N:8]([CH2:10][C:11]([N:24]1[CH2:25][CH2:26][C:21]([CH2:27][O:28][CH2:29][C:30]2[C:39]3[C:34](=[CH:35][CH:36]=[CH:37][CH:38]=3)[CH:33]=[C:32]([C:40]#[N:41])[C:31]=2[O:42][CH3:43])([C:18]2[CH:17]=[CH:16][C:15]([F:14])=[CH:20][CH:19]=2)[CH2:22][CH2:23]1)=[O:13])[CH3:9])([CH3:1])([CH3:3])[CH3:4]. (8) Given the reactants F[C:2]1[N:9]=[CH:8][CH:7]=[CH:6][C:3]=1[C:4]#[N:5].[CH3:10][CH:11]1[O:16][CH:15]([CH3:17])[CH2:14][NH:13][CH2:12]1, predict the reaction product. The product is: [CH3:17][CH:15]1[O:16][CH:11]([CH3:10])[CH2:12][N:13]([C:2]2[N:9]=[CH:8][CH:7]=[CH:6][C:3]=2[C:4]#[N:5])[CH2:14]1. (9) The product is: [Cl:1][C:2]1[CH:7]=[CH:6][C:5]([S:8]([N:11]([CH2:19][C:20]2[CH:29]=[CH:28][C:23]([C:24]([OH:26])=[O:25])=[C:22]([F:30])[C:21]=2[F:31])[CH:12]2[CH2:17][CH2:16][CH2:15][CH2:14][CH:13]2[OH:18])(=[O:9])=[O:10])=[CH:4][CH:3]=1. Given the reactants [Cl:1][C:2]1[CH:7]=[CH:6][C:5]([S:8]([N:11]([CH2:19][C:20]2[CH:29]=[CH:28][C:23]([C:24]([O:26]C)=[O:25])=[C:22]([F:30])[C:21]=2[F:31])[CH:12]2[CH2:17][CH2:16][CH2:15][CH2:14][CH:13]2[OH:18])(=[O:10])=[O:9])=[CH:4][CH:3]=1.O.[OH-].[Li+], predict the reaction product.